From a dataset of Forward reaction prediction with 1.9M reactions from USPTO patents (1976-2016). Predict the product of the given reaction. (1) The product is: [NH2:6][C:7]1[C:12]2[C:13](=[O:17])[N:14]([CH3:16])[CH2:15][C:11]=2[CH:10]=[CH:9][N:8]=1. Given the reactants COC1C=C(OC)C=CC=1C[NH:6][C:7]1[C:12]2[C:13](=[O:17])[N:14]([CH3:16])[CH2:15][C:11]=2[CH:10]=[CH:9][N:8]=1.[OH-].[Na+], predict the reaction product. (2) Given the reactants [CH3:1][O:2][C:3](=[O:26])[CH2:4][C:5]1[CH:10]=[CH:9][CH:8]=[C:7]([O:11][C:12]2[CH:17]=[CH:16][C:15]([C:18]([F:21])([F:20])[F:19])=[CH:14][C:13]=2[CH2:22][NH:23][CH2:24][CH3:25])[CH:6]=1.[C:27](Cl)(=[O:34])[C:28]1[CH:33]=[CH:32][CH:31]=[CH:30][CH:29]=1, predict the reaction product. The product is: [CH3:1][O:2][C:3](=[O:26])[CH2:4][C:5]1[CH:10]=[CH:9][CH:8]=[C:7]([O:11][C:12]2[CH:17]=[CH:16][C:15]([C:18]([F:20])([F:19])[F:21])=[CH:14][C:13]=2[CH2:22][N:23]([C:27](=[O:34])[C:28]2[CH:33]=[CH:32][CH:31]=[CH:30][CH:29]=2)[CH2:24][CH3:25])[CH:6]=1. (3) The product is: [F:1][C:2]1[CH:3]=[CH:4][C:5]([C:8]2[O:12][N:11]=[C:10]([C:13]([OH:15])=[O:14])[CH:9]=2)=[CH:6][CH:7]=1. Given the reactants [F:1][C:2]1[CH:7]=[CH:6][C:5]([C:8]2[O:12][N:11]=[C:10]([C:13]([O:15]CC)=[O:14])[CH:9]=2)=[CH:4][CH:3]=1.[OH-].[Li+], predict the reaction product. (4) Given the reactants [C:1]([O:5][C:6]([N:8]1[CH2:13][CH2:12][N:11]([C:14](=[O:30])[C:15]2[CH:20]=[CH:19][C:18]([N:21]3[C@H:25]([CH2:26][OH:27])[CH2:24][O:23][C:22]3=[O:28])=[CH:17][C:16]=2[F:29])[CH2:10][CH2:9]1)=[O:7])([CH3:4])([CH3:3])[CH3:2].[CH2:31](I)[CH3:32], predict the reaction product. The product is: [C:1]([O:5][C:6]([N:8]1[CH2:9][CH2:10][N:11]([C:14](=[O:30])[C:15]2[CH:20]=[CH:19][C:18]([N:21]3[C@H:25]([CH2:26][O:27][CH2:31][CH3:32])[CH2:24][O:23][C:22]3=[O:28])=[CH:17][C:16]=2[F:29])[CH2:12][CH2:13]1)=[O:7])([CH3:4])([CH3:2])[CH3:3].